This data is from Forward reaction prediction with 1.9M reactions from USPTO patents (1976-2016). The task is: Predict the product of the given reaction. (1) Given the reactants [CH3:1][O:2][C:3]1[CH:8]=[CH:7][C:6]([S:9]([N:12]2[CH2:17][CH2:16][N:15]([CH2:18][C:19](O)=[O:20])[CH2:14][CH2:13]2)(=[O:11])=[O:10])=[CH:5][CH:4]=1.CN(C(ON1N=NC2C=CC=NC1=2)=[N+](C)C)C.F[P-](F)(F)(F)(F)F.CCN(C(C)C)C(C)C.[C:55]([NH2:64])(=[O:63])[C:56]1[C:57](=[CH:59][CH:60]=[CH:61][CH:62]=1)[NH2:58], predict the reaction product. The product is: [CH3:1][O:2][C:3]1[CH:4]=[CH:5][C:6]([S:9]([N:12]2[CH2:13][CH2:14][N:15]([CH2:18][C:19]([NH:58][C:57]3[CH:59]=[CH:60][CH:61]=[CH:62][C:56]=3[C:55]([NH2:64])=[O:63])=[O:20])[CH2:16][CH2:17]2)(=[O:11])=[O:10])=[CH:7][CH:8]=1. (2) Given the reactants [Br:1][C:2]1[CH:3]=[C:4]2[C:8](=[CH:9][CH:10]=1)[NH:7][C:6]1[C:11](=[O:17])[NH:12][CH2:13][CH2:14][C:15](=[O:16])[C:5]2=1.IC.[C:20](=O)([O-])[O-].[K+].[K+], predict the reaction product. The product is: [Br:1][C:2]1[CH:3]=[C:4]2[C:8](=[CH:9][CH:10]=1)[N:7]([CH3:20])[C:6]1[C:11](=[O:17])[NH:12][CH2:13][CH2:14][C:15](=[O:16])[C:5]2=1. (3) The product is: [Cl:1][CH2:2][C:3]([NH:11][C:10]1[CH:12]=[CH:13][C:7]([Cl:6])=[C:8]([C:14]([F:17])([F:15])[F:16])[CH:9]=1)=[O:4]. Given the reactants [Cl:1][CH2:2][C:3](Cl)=[O:4].[Cl:6][C:7]1[CH:13]=[CH:12][C:10]([NH2:11])=[CH:9][C:8]=1[C:14]([F:17])([F:16])[F:15].N1C=CC=CC=1, predict the reaction product. (4) Given the reactants CN1C(C(F)(F)F)=C([B:11]2[O:15][C:14]([CH3:17])([CH3:16])[C:13]([CH3:19])([CH3:18])[O:12]2)C=N1.Br[C:21]1[C:22]([CH3:28])=[N:23][N:24]([CH3:27])[C:25]=1[F:26], predict the reaction product. The product is: [F:26][C:25]1[N:24]([CH3:27])[N:23]=[C:22]([CH3:28])[C:21]=1[B:11]1[O:15][C:14]([CH3:17])([CH3:16])[C:13]([CH3:19])([CH3:18])[O:12]1. (5) Given the reactants Cl.[NH:2]1[CH:6]=[CH:5][CH:4]=[C:3]1[CH2:7][NH2:8].[C:9]([C:13]1[CH:22]=[CH:21][C:16]([CH2:17][N:18]=[C:19]=[S:20])=[CH:15][CH:14]=1)([CH3:12])([CH3:11])[CH3:10], predict the reaction product. The product is: [C:9]([C:13]1[CH:22]=[CH:21][C:16]([CH2:17][NH:18][C:19]([NH:8][CH2:7][C:3]2[NH:2][CH:6]=[CH:5][CH:4]=2)=[S:20])=[CH:15][CH:14]=1)([CH3:12])([CH3:10])[CH3:11]. (6) The product is: [F:29][C:11]([F:10])([F:28])[C:12]1[CH:13]=[CH:14][C:15]([C:18]2[CH:23]=[CH:22][N:21]=[C:20]([CH:24]=[O:25])[N:19]=2)=[CH:16][CH:17]=1. Given the reactants CC(C[AlH]CC(C)C)C.[F:10][C:11]([F:29])([F:28])[C:12]1[CH:17]=[CH:16][C:15]([C:18]2[CH:23]=[CH:22][N:21]=[C:20]([C:24](OC)=[O:25])[N:19]=2)=[CH:14][CH:13]=1, predict the reaction product. (7) Given the reactants [NH2:1][CH2:2][CH:3]([C:5]1[N:9]([C:10]2[N:15]=[CH:14][CH:13]=[CH:12][N:11]=2)[N:8]=[C:7]([C:16]2[CH:21]=[CH:20][C:19]([Cl:22])=[CH:18][CH:17]=2)[CH:6]=1)[OH:4].C(O[BH-](O[C:33](=[O:35])[CH3:34])OC(=O)C)(=O)C.[Na+], predict the reaction product. The product is: [Cl:22][C:19]1[CH:18]=[CH:17][C:16]([C:7]2[CH:6]=[C:5]([CH:3]([OH:4])[CH2:2][NH:1][CH:34]([CH2:6][CH2:7][C:16]3[CH:21]=[CH:20][CH:19]=[CH:18][CH:17]=3)[CH2:33][OH:35])[N:9]([C:10]3[N:15]=[CH:14][CH:13]=[CH:12][N:11]=3)[N:8]=2)=[CH:21][CH:20]=1. (8) Given the reactants [Cl:1][C:2]1[CH:3]=[C:4]2[C:8](=[CH:9][CH:10]=1)[N:7]([S:11]([C:14]1[CH:19]=[CH:18][CH:17]=[CH:16][CH:15]=1)(=[O:13])=[O:12])[C:6]([C:20]([O:22][CH2:23][CH3:24])=[O:21])=[C:5]2[S:25](Cl)(=[O:27])=[O:26].CCOC(C)=O.[NH3:35], predict the reaction product. The product is: [Cl:1][C:2]1[CH:3]=[C:4]2[C:8](=[CH:9][CH:10]=1)[N:7]([S:11]([C:14]1[CH:19]=[CH:18][CH:17]=[CH:16][CH:15]=1)(=[O:13])=[O:12])[C:6]([C:20]([O:22][CH2:23][CH3:24])=[O:21])=[C:5]2[S:25]([NH2:35])(=[O:27])=[O:26].